Regression. Given a peptide amino acid sequence and an MHC pseudo amino acid sequence, predict their binding affinity value. This is MHC class I binding data. From a dataset of Peptide-MHC class I binding affinity with 185,985 pairs from IEDB/IMGT. (1) The peptide sequence is HLYLQYIRK. The MHC is HLA-A11:01 with pseudo-sequence HLA-A11:01. The binding affinity (normalized) is 0.751. (2) The peptide sequence is KISNCVADY. The MHC is HLA-A26:01 with pseudo-sequence HLA-A26:01. The binding affinity (normalized) is 0. (3) The peptide sequence is YLFYDFLLV. The MHC is HLA-A02:01 with pseudo-sequence HLA-A02:01. The binding affinity (normalized) is 1.00. (4) The peptide sequence is RIFPATHYV. The MHC is HLA-C15:02 with pseudo-sequence HLA-C15:02. The binding affinity (normalized) is 0.736. (5) The peptide sequence is CLINDPWVL. The MHC is HLA-A68:02 with pseudo-sequence HLA-A68:02. The binding affinity (normalized) is 0.222. (6) The MHC is HLA-A02:01 with pseudo-sequence HLA-A02:01. The peptide sequence is LSFASLFLP. The binding affinity (normalized) is 0.271. (7) The peptide sequence is REWGWRIPF. The binding affinity (normalized) is 0.0847. The MHC is HLA-B58:01 with pseudo-sequence HLA-B58:01. (8) The peptide sequence is VLIRRCHYL. The MHC is HLA-B57:01 with pseudo-sequence HLA-B57:01. The binding affinity (normalized) is 0.0847.